This data is from Peptide-MHC class II binding affinity with 134,281 pairs from IEDB. The task is: Regression. Given a peptide amino acid sequence and an MHC pseudo amino acid sequence, predict their binding affinity value. This is MHC class II binding data. (1) The peptide sequence is YGFVANFSMELPSFG. The MHC is DRB1_0401 with pseudo-sequence DRB1_0401. The binding affinity (normalized) is 0.659. (2) The peptide sequence is AAATAGTTVYGAFGA. The MHC is HLA-DQA10501-DQB10301 with pseudo-sequence HLA-DQA10501-DQB10301. The binding affinity (normalized) is 0.641. (3) The peptide sequence is YAGIRRDGLLLRLVD. The MHC is DRB1_1501 with pseudo-sequence DRB1_1501. The binding affinity (normalized) is 0.694. (4) The peptide sequence is KMIGGIGGFIKVRQYDQISI. The MHC is H-2-IAd with pseudo-sequence H-2-IAd. The binding affinity (normalized) is 0.455.